From a dataset of Full USPTO retrosynthesis dataset with 1.9M reactions from patents (1976-2016). Predict the reactants needed to synthesize the given product. (1) Given the product [OH:17][C@H:15]([CH3:14])[CH2:13][O:12][C:10]1[CH:9]=[C:4]([CH:3]=[C:2]([O:1][CH3:18])[CH:11]=1)[C:5]([O:7][CH3:8])=[O:6], predict the reactants needed to synthesize it. The reactants are: [OH:1][C:2]1[CH:3]=[C:4]([CH:9]=[C:10]([O:12][CH3:13])[CH:11]=1)[C:5]([O:7][CH3:8])=[O:6].[CH2:14]1[O:17][CH:15]1C.[C:18]([O-])([O-])=O.[K+].[K+]. (2) Given the product [F:19][CH2:18][CH2:17][O:16][C:11]1[C:10]([CH2:20][CH2:21][CH3:22])=[C:9]2[C:14]([CH:15]=[C:6]([C:4]([OH:5])=[O:3])[C:7](=[O:23])[O:8]2)=[CH:13][CH:12]=1, predict the reactants needed to synthesize it. The reactants are: C([O:3][C:4]([C:6]1[C:7](=[O:23])[O:8][C:9]2[C:14]([CH:15]=1)=[CH:13][CH:12]=[C:11]([O:16][CH2:17][CH2:18][F:19])[C:10]=2[CH2:20][CH2:21][CH3:22])=[O:5])C.[Li+].[OH-]. (3) Given the product [CH3:14][C@@H:11]1[CH2:12][CH2:13][NH:8][CH2:9][C@H:10]1[NH:15][C:16](=[O:22])[O:17][C:18]([CH3:21])([CH3:20])[CH3:19], predict the reactants needed to synthesize it. The reactants are: C([N:8]1[CH2:13][CH2:12][C@@H:11]([CH3:14])[C@H:10]([NH:15][C:16](=[O:22])[O:17][C:18]([CH3:21])([CH3:20])[CH3:19])[CH2:9]1)C1C=CC=CC=1.[H][H]. (4) Given the product [CH3:17][O:18][CH2:19][CH2:20][O:21][CH2:22][N:8]([C:5]1[O:4][N:3]=[C:2]([CH3:1])[C:6]=1[CH3:7])[S:9]([C:12]1[S:13][CH:14]=[CH:15][CH:16]=1)(=[O:10])=[O:11], predict the reactants needed to synthesize it. The reactants are: [CH3:1][C:2]1[C:6]([CH3:7])=[C:5]([NH:8][S:9]([C:12]2[S:13][CH:14]=[CH:15][CH:16]=2)(=[O:11])=[O:10])[O:4][N:3]=1.[CH3:17][O:18][CH2:19][CH2:20][O:21][CH2:22]Cl. (5) Given the product [CH3:32][N:10]1[C:11]2[CH:12]=[CH:13][CH:14]=[CH:15][C:16]=2[C@@H:17]2[N:21]([C:22]([O:24][CH2:25][C:26]3[CH:31]=[CH:30][CH:29]=[CH:28][CH:27]=3)=[O:23])[CH2:20][CH2:19][C@@H:18]2[C@@H:9]1[C:3]1[CH:4]=[CH:5][CH:6]=[CH:7][CH:8]=1, predict the reactants needed to synthesize it. The reactants are: [H-].[Na+].[C:3]1([C@H:9]2[C@H:18]3[CH2:19][CH2:20][N:21]([C:22]([O:24][CH2:25][C:26]4[CH:31]=[CH:30][CH:29]=[CH:28][CH:27]=4)=[O:23])[C@H:17]3[C:16]3[CH:15]=[CH:14][CH:13]=[CH:12][C:11]=3[NH:10]2)[CH:8]=[CH:7][CH:6]=[CH:5][CH:4]=1.[CH3:32]I.O. (6) The reactants are: [C:1]([CH2:4][N:5]1[CH2:16][CH2:15][NH:14][CH2:13][CH2:12][N:11]([CH2:17][C:18]([OH:20])=[O:19])[CH2:10][CH2:9][N:8]([CH2:21][C:22]([OH:24])=[O:23])[CH2:7][CH2:6]1)([OH:3])=[O:2].[OH-:25].[Na+].[O:27]1[CH2:41][CH:28]1[CH2:29][N:30]1[C:34](=[O:35])[C:33]2=[CH:36][CH:37]=[CH:38][CH:39]=[C:32]2[C:31]1=[O:40].Cl. Given the product [C:31]([C:32]1[CH:39]=[CH:38][CH:37]=[CH:36][C:33]=1[C:34](=[O:35])[NH:30][CH2:29][CH:28]([OH:27])[CH2:41][N:14]1[CH2:13][CH2:12][N:11]([CH2:17][C:18]([OH:20])=[O:19])[CH2:10][CH2:9][N:8]([CH2:21][C:22]([OH:24])=[O:23])[CH2:7][CH2:6][N:5]([CH2:4][C:1]([OH:3])=[O:2])[CH2:16][CH2:15]1)([OH:40])=[O:25], predict the reactants needed to synthesize it.